This data is from Catalyst prediction with 721,799 reactions and 888 catalyst types from USPTO. The task is: Predict which catalyst facilitates the given reaction. (1) Reactant: [C:1]([O:9][CH2:10][C@H:11]([C:36]1[CH:41]=[C:40]([C:42]([F:45])([F:44])[F:43])[CH:39]=[C:38]([C:46]([F:49])([F:48])[F:47])[CH:37]=1)[O:12][C@H:13]1[CH2:21][CH2:20][C@H:19]2[C@@H:15]([CH2:16][N:17]([C:22]([NH:24][C:25](=[O:28])[CH2:26]Cl)=[O:23])[CH2:18]2)[C@@H:14]1[C:29]1[CH:34]=[CH:33][CH:32]=[CH:31][C:30]=1[CH3:35])(=[O:8])[C:2]1[CH:7]=[CH:6][CH:5]=[CH:4][CH:3]=1.C1CCN2C(=NCCC2)CC1. Product: [C:1]([O:9][CH2:10][C@H:11]([C:36]1[CH:41]=[C:40]([C:42]([F:45])([F:44])[F:43])[CH:39]=[C:38]([C:46]([F:49])([F:48])[F:47])[CH:37]=1)[O:12][C@H:13]1[CH2:21][CH2:20][C@H:19]2[C@@H:15]([CH2:16][N:17]([C:22]3[O:23][CH2:26][C:25](=[O:28])[N:24]=3)[CH2:18]2)[C@@H:14]1[C:29]1[CH:34]=[CH:33][CH:32]=[CH:31][C:30]=1[CH3:35])(=[O:8])[C:2]1[CH:7]=[CH:6][CH:5]=[CH:4][CH:3]=1. The catalyst class is: 1. (2) Reactant: [F:1][C:2]1[CH:7]=[C:6]([N+:8]([O-:10])=[O:9])[CH:5]=[C:4](I)[CH:3]=1.[CH3:12][S:13]([O-:15])=[O:14].[Na+].C(OCC)(=O)C.O. Product: [F:1][C:2]1[CH:7]=[C:6]([N+:8]([O-:10])=[O:9])[CH:5]=[C:4]([S:13]([CH3:12])(=[O:15])=[O:14])[CH:3]=1. The catalyst class is: 122. (3) Reactant: Br[C:2]1[CH:3]=[C:4]2[C:31](=[CH:32][CH:33]=1)[O:30][CH2:29][C:25]1([CH2:28][O:27][CH2:26]1)[C:5]12[CH2:9][O:8][C:7]([N:10]([C:18]([O:20][C:21]([CH3:24])([CH3:23])[CH3:22])=[O:19])[C:11]([O:13][C:14]([CH3:17])([CH3:16])[CH3:15])=[O:12])=[N:6]1.[CH3:34][O:35][C:36]1[C:37]([NH2:42])=[N:38][CH:39]=[CH:40][CH:41]=1.CC1(C)C2C=CC=C(P(C3C=CC=CC=3)C3C=CC=CC=3)C=2OC2C1=CC=CC=2P(C1C=CC=CC=1)C1C=CC=CC=1.C([O-])([O-])=O.[Cs+].[Cs+]. Product: [CH3:34][O:35][C:36]1[C:37]([NH:42][C:2]2[CH:3]=[C:4]3[C:31](=[CH:32][CH:33]=2)[O:30][CH2:29][C:25]2([CH2:28][O:27][CH2:26]2)[C:5]23[CH2:9][O:8][C:7]([N:10]([C:18]([O:20][C:21]([CH3:24])([CH3:23])[CH3:22])=[O:19])[C:11]([O:13][C:14]([CH3:17])([CH3:16])[CH3:15])=[O:12])=[N:6]2)=[N:38][CH:39]=[CH:40][CH:41]=1. The catalyst class is: 102. (4) Reactant: CS(O)(=O)=O.[N:6]1[CH:11]=[CH:10][CH:9]=[CH:8][C:7]=1[CH2:12][O:13][C:14]1[CH:19]=[CH:18][C:17]([C:20]2([C:27]3[CH:39]=[CH:38][C:30]([C:31]([NH:33][NH:34][C:35](=[S:37])[NH2:36])=O)=[CH:29][CH:28]=3)[CH2:25][CH:24]3[CH2:26][CH:21]2[CH2:22][CH2:23]3)=[CH:16][CH:15]=1.C(=O)(O)[O-].[Na+]. Product: [N:6]1[CH:11]=[CH:10][CH:9]=[CH:8][C:7]=1[CH2:12][O:13][C:14]1[CH:19]=[CH:18][C:17]([C:20]2([C:27]3[CH:39]=[CH:38][C:30]([C:31]4[S:37][C:35]([NH2:36])=[N:34][N:33]=4)=[CH:29][CH:28]=3)[CH2:25][CH:24]3[CH2:26][CH:21]2[CH2:22][CH2:23]3)=[CH:16][CH:15]=1. The catalyst class is: 11. (5) Reactant: [CH3:1][N:2]1[CH2:7][CH2:6][C:5]([C:10]2[CH:15]=[CH:14][C:13]([O:16][CH3:17])=[CH:12][CH:11]=2)([CH2:8][NH2:9])[CH2:4][CH2:3]1.C(N(CC)CC)C.[C:25]([C:27]1[C:28]([O:41][CH3:42])=[C:29]([CH2:39]I)[C:30]2[C:35]([C:36]=1[O:37][CH3:38])=[CH:34][CH:33]=[CH:32][CH:31]=2)#[N:26]. Product: [CH3:1][N:2]1[CH2:3][CH2:4][C:5]([C:10]2[CH:11]=[CH:12][C:13]([O:16][CH3:17])=[CH:14][CH:15]=2)([CH2:8][NH:9][CH2:39][C:29]2[C:30]3[C:35](=[CH:34][CH:33]=[CH:32][CH:31]=3)[C:36]([O:37][CH3:38])=[C:27]([C:25]#[N:26])[C:28]=2[O:41][CH3:42])[CH2:6][CH2:7]1. The catalyst class is: 3. (6) Reactant: [CH2:1]([O:3][C:4](=[O:20])[CH2:5][CH2:6][CH2:7][S:8][C:9]1[NH:10][C:11]2[CH:17]=[C:16]([O:18][CH3:19])[CH:15]=[CH:14][C:12]=2[N:13]=1)[CH3:2].C(N(C(C)C)CC)(C)C.[CH3:30][C:31]1[C:39]2[C:38]([CH2:40]Br)=[CH:37][S:36][C:35]=2[CH:34]=[CH:33][CH:32]=1.C(=O)(O)[O-].[Na+]. Product: [CH2:1]([O:3][C:4](=[O:20])[CH2:5][CH2:6][CH2:7][S:8][C:9]1[N:13]([CH2:40][C:38]2[C:39]3[C:31]([CH3:30])=[CH:32][CH:33]=[CH:34][C:35]=3[S:36][CH:37]=2)[C:12]2[CH:14]=[CH:15][C:16]([O:18][CH3:19])=[CH:17][C:11]=2[N:10]=1)[CH3:2].[CH2:1]([O:3][C:4](=[O:20])[CH2:5][CH2:6][CH2:7][S:8][C:9]1[N:10]([CH2:40][C:38]2[C:39]3[C:31]([CH3:30])=[CH:32][CH:33]=[CH:34][C:35]=3[S:36][CH:37]=2)[C:11]2[CH:17]=[C:16]([O:18][CH3:19])[CH:15]=[CH:14][C:12]=2[N:13]=1)[CH3:2]. The catalyst class is: 11.